This data is from Reaction yield outcomes from USPTO patents with 853,638 reactions. The task is: Predict the reaction yield, written as a fraction of the theoretical maximum amount of product (1.0 means a 100% yield; for example, 0.34 means a 34% yield). (1) The reactants are [Cl:1][C:2]1[CH:9]=[C:8](F)[CH:7]=[CH:6][C:3]=1[C:4]#[N:5].[NH2:11][C@@H:12]([CH2:16][C:17]([O:19][C:20]([CH3:23])([CH3:22])[CH3:21])=[O:18])[C:13]([OH:15])=[O:14].C([O-])(O)=O.[Na+]. The catalyst is CS(C)=O.O. The product is [Cl:1][C:2]1[CH:9]=[C:8]([NH:11][C@@H:12]([CH2:16][C:17]([O:19][C:20]([CH3:23])([CH3:22])[CH3:21])=[O:18])[C:13]([OH:15])=[O:14])[CH:7]=[CH:6][C:3]=1[C:4]#[N:5]. The yield is 0.800. (2) The reactants are [OH-].[Na+].C[O:4][C:5](=[O:30])[CH2:6][CH2:7][C@H:8]([C@@H:10]1[C@:27]2([CH3:28])[C@H:13]([C@H:14]3[C@H:24]([CH2:25][CH2:26]2)[C@:22]2([CH3:23])[C@@H:17]([CH2:18][C@@H:19]([NH2:29])[CH2:20][CH2:21]2)[CH2:16][CH2:15]3)[CH2:12][CH2:11]1)[CH3:9]. The catalyst is CO. The product is [NH2:29][C@H:19]1[CH2:20][CH2:21][C@@:22]2([CH3:23])[C@H:17]([CH2:16][CH2:15][C@@H:14]3[C@@H:24]2[CH2:25][CH2:26][C@@:27]2([CH3:28])[C@H:13]3[CH2:12][CH2:11][C@@H:10]2[C@H:8]([CH3:9])[CH2:7][CH2:6][C:5]([OH:30])=[O:4])[CH2:18]1. The yield is 0.800. (3) The reactants are [C:1]([O:5][C:6](=[O:20])[N:7]([CH3:19])[C:8]1[S:12][C:11]([C:13]2[CH:14]=[N:15][CH:16]=[CH:17][CH:18]=2)=[N:10][CH:9]=1)([CH3:4])([CH3:3])[CH3:2].[Cl:21]N1C(=O)CCC1=O. The catalyst is C(#N)C. The product is [C:1]([O:5][C:6](=[O:20])[N:7]([C:8]1[S:12][C:11]([C:13]2[CH:14]=[N:15][CH:16]=[CH:17][CH:18]=2)=[N:10][C:9]=1[Cl:21])[CH3:19])([CH3:4])([CH3:3])[CH3:2]. The yield is 0.620. (4) The reactants are [NH2:1][CH2:2][CH2:3][N:4]([CH3:15])[CH2:5][CH2:6][NH:7][C:8](=[O:14])[O:9][C:10]([CH3:13])([CH3:12])[CH3:11].[C:16](O)(=[O:23])[C:17]1[CH:22]=[CH:21][CH:20]=[N:19][CH:18]=1.CCN=C=NCCCN(C)C. The catalyst is CC#N.CCOC(C)=O. The product is [CH3:15][N:4]([CH2:3][CH2:2][NH:1][C:16](=[O:23])[C:17]1[CH:22]=[CH:21][CH:20]=[N:19][CH:18]=1)[CH2:5][CH2:6][NH:7][C:8](=[O:14])[O:9][C:10]([CH3:11])([CH3:12])[CH3:13]. The yield is 0.300.